This data is from Full USPTO retrosynthesis dataset with 1.9M reactions from patents (1976-2016). The task is: Predict the reactants needed to synthesize the given product. Given the product [O:1]1[CH2:2][CH2:3][O:4][C:5]21[CH2:9][C@@H:8]1[CH2:7][C@@H:6]2[CH2:12][CH:11]1[C:10]([O:14][CH3:15])=[O:13], predict the reactants needed to synthesize it. The reactants are: [O:1]1[C:5]2([CH2:9][CH2:8][CH:7]=[CH:6]2)[O:4][CH2:3][CH2:2]1.[C:10]([O:14][CH3:15])(=[O:13])[CH:11]=[CH2:12].C1(C=CC(O)=CC=1)O.